From a dataset of NCI-60 drug combinations with 297,098 pairs across 59 cell lines. Regression. Given two drug SMILES strings and cell line genomic features, predict the synergy score measuring deviation from expected non-interaction effect. (1) Drug 1: CC1C(C(CC(O1)OC2CC(CC3=C2C(=C4C(=C3O)C(=O)C5=C(C4=O)C(=CC=C5)OC)O)(C(=O)C)O)N)O.Cl. Drug 2: CN1C2=C(C=C(C=C2)N(CCCl)CCCl)N=C1CCCC(=O)O.Cl. Cell line: KM12. Synergy scores: CSS=21.9, Synergy_ZIP=-6.45, Synergy_Bliss=-3.15, Synergy_Loewe=3.44, Synergy_HSA=3.62. (2) Drug 1: CC1C(C(CC(O1)OC2CC(CC3=C2C(=C4C(=C3O)C(=O)C5=C(C4=O)C(=CC=C5)OC)O)(C(=O)C)O)N)O.Cl. Drug 2: C1CCC(CC1)NC(=O)N(CCCl)N=O. Cell line: MCF7. Synergy scores: CSS=17.6, Synergy_ZIP=-5.74, Synergy_Bliss=-1.72, Synergy_Loewe=-18.4, Synergy_HSA=-1.44. (3) Synergy scores: CSS=49.8, Synergy_ZIP=2.89, Synergy_Bliss=2.18, Synergy_Loewe=-24.2, Synergy_HSA=3.24. Cell line: NCIH23. Drug 1: C(=O)(N)NO. Drug 2: CC1CCCC2(C(O2)CC(NC(=O)CC(C(C(=O)C(C1O)C)(C)C)O)C(=CC3=CSC(=N3)C)C)C. (4) Drug 1: C1CCC(CC1)NC(=O)N(CCCl)N=O. Drug 2: CC1CCCC2(C(O2)CC(NC(=O)CC(C(C(=O)C(C1O)C)(C)C)O)C(=CC3=CSC(=N3)C)C)C. Cell line: IGROV1. Synergy scores: CSS=23.8, Synergy_ZIP=-7.13, Synergy_Bliss=0.443, Synergy_Loewe=0.148, Synergy_HSA=-0.0771. (5) Drug 1: C1CCC(CC1)NC(=O)N(CCCl)N=O. Drug 2: CN(CCCl)CCCl.Cl. Cell line: MCF7. Synergy scores: CSS=23.6, Synergy_ZIP=-7.40, Synergy_Bliss=-2.70, Synergy_Loewe=-62.1, Synergy_HSA=-2.14. (6) Drug 1: CN(C(=O)NC(C=O)C(C(C(CO)O)O)O)N=O. Drug 2: C1CCC(C(C1)N)N.C(=O)(C(=O)[O-])[O-].[Pt+4]. Cell line: U251. Synergy scores: CSS=12.1, Synergy_ZIP=-13.5, Synergy_Bliss=-20.5, Synergy_Loewe=-19.3, Synergy_HSA=-14.4.